From a dataset of Forward reaction prediction with 1.9M reactions from USPTO patents (1976-2016). Predict the product of the given reaction. (1) Given the reactants [C:1]([NH:4][CH2:5][CH2:6][CH2:7][C:8]([C@@H:25]1[CH2:30][CH2:29][CH2:28][N:27](C(OC(C)(C)C)=O)[CH2:26]1)([C:10]1[CH:15]=[CH:14][CH:13]=[C:12]([Cl:16])[C:11]=1[C:17]1[CH:22]=[CH:21][CH:20]=[C:19]([CH2:23][CH3:24])[CH:18]=1)[OH:9])(=[O:3])[CH3:2].Cl, predict the reaction product. The product is: [Cl:16][C:12]1[C:11]([C:17]2[CH:22]=[CH:21][CH:20]=[C:19]([CH2:23][CH3:24])[CH:18]=2)=[C:10]([C:8]([OH:9])([C@@H:25]2[CH2:30][CH2:29][CH2:28][NH:27][CH2:26]2)[CH2:7][CH2:6][CH2:5][NH:4][C:1](=[O:3])[CH3:2])[CH:15]=[CH:14][CH:13]=1. (2) Given the reactants [Cl:1][C:2]1[C:7]([Cl:8])=[CH:6][C:5]([C:9](=[O:11])[CH3:10])=[C:4]([O:12][CH3:13])[C:3]=1[I:14].[BH4-].[Na+], predict the reaction product. The product is: [Cl:1][C:2]1[C:7]([Cl:8])=[CH:6][C:5]([CH:9]([OH:11])[CH3:10])=[C:4]([O:12][CH3:13])[C:3]=1[I:14]. (3) Given the reactants Cl.[NH2:2][C:3]1[CH:4]=[N:5][C:6]2[C:11]([C:12]=1[OH:13])=[CH:10][CH:9]=[CH:8][CH:7]=2.[C:14](O[C:14](=O)[CH2:15][CH2:16][CH3:17])(=O)[CH2:15][CH2:16][CH3:17].[OH-].[Na+], predict the reaction product. The product is: [CH2:15]([C:14]1[O:13][C:12]2[C:11]3[CH:10]=[CH:9][CH:8]=[CH:7][C:6]=3[N:5]=[CH:4][C:3]=2[N:2]=1)[CH2:16][CH3:17]. (4) Given the reactants [I:1][C:2]1[CH:9]=[CH:8][C:5]([CH2:6][NH2:7])=[CH:4][CH:3]=1.[C:10]1([S:16](Cl)(=[O:18])=[O:17])[CH:15]=[CH:14][CH:13]=[CH:12][CH:11]=1, predict the reaction product. The product is: [I:1][C:2]1[CH:9]=[CH:8][C:5]([CH2:6][NH:7][S:16]([C:10]2[CH:15]=[CH:14][CH:13]=[CH:12][CH:11]=2)(=[O:18])=[O:17])=[CH:4][CH:3]=1. (5) Given the reactants Cl.[CH2:2]([NH:4][C:5]1[CH:6]=[N:7][O:8][C:9]=1[CH3:10])[CH3:3].[F:11][CH:12]([F:16])[C:13](Cl)=[O:14], predict the reaction product. The product is: [CH2:2]([N:4]([C:5]1[CH:6]=[N:7][O:8][C:9]=1[CH3:10])[C:13](=[O:14])[CH:12]([F:16])[F:11])[CH3:3]. (6) Given the reactants [CH:1]([C:4]1[C:8]([CH2:9][CH2:10][CH2:11][OH:12])=[CH:7][N:6]([C:13]2[N:14]=[N:15][C:16]([C:19]([F:22])([F:21])[F:20])=[CH:17][CH:18]=2)[N:5]=1)([CH3:3])[CH3:2].[CH2:23]([C:25]1[C:26](O)=[C:27]([CH2:31][C:32]([O:34][CH3:35])=[O:33])[CH:28]=[CH:29][CH:30]=1)[CH3:24].C(P(CCCC)CCCC)CCC.N(C(N1CCCCC1)=O)=NC(N1CCCCC1)=O, predict the reaction product. The product is: [CH2:23]([C:25]1[C:26]([O:12][CH2:11][CH2:10][CH2:9][C:8]2[C:4]([CH:1]([CH3:3])[CH3:2])=[N:5][N:6]([C:13]3[N:14]=[N:15][C:16]([C:19]([F:21])([F:20])[F:22])=[CH:17][CH:18]=3)[CH:7]=2)=[C:27]([CH2:31][C:32]([O:34][CH3:35])=[O:33])[CH:28]=[CH:29][CH:30]=1)[CH3:24].